Dataset: Experimentally validated miRNA-target interactions with 360,000+ pairs, plus equal number of negative samples. Task: Binary Classification. Given a miRNA mature sequence and a target amino acid sequence, predict their likelihood of interaction. (1) The miRNA is hsa-miR-6821-5p with sequence GUGCGUGGUGGCUCGAGGCGGGG. The protein sequence of the target gene is MTNQEKWAHLSPSEFSQLQKYAEYSTKKLKDVLEEFHGNGVLAKYNPEGKQDILNQTIDFEGFKLFMKTFLEAELPDDFTAHLFMSFSNKFPHSSPMVKSKPALLSGGLRMNKGAITPPRTTSPANTCSPEVIHLKDIVCYLSLLERGRPEDKLEFMFRLYDTDGNGFLDSSELENIISQMMHVAEYLEWDVTELNPILHEMMEEIDYDHDGTVSLEEWIQGGMTTIPLLVLLGLENNVKDDGQHVWRLKHFNKPAYCNLCLNMLIGVGKQGLCCSFCKYTVHERCVARAPPSCIKTYVK.... Result: 0 (no interaction). (2) The miRNA is hsa-miR-4502 with sequence GCUGAUGAUGAUGGUGCUGAAG. The protein sequence of the target gene is MALFPAFAGLSEAPDGGSSRKELDWLSNPSFCVGSITSLSQQTEAAPAHVSEGLPLTRSHLKSESSDESDTNKKLKQTSRKKKKEKKKKRKHQHHKKTKRKHGPSSSSRSETDTDSEKDKPSRGVGGSKKESEEPNQGNNAAADTGHRFVWLEDIQAVTGETFRTDKKPDPANWEYKSLYRGDIARYKRKGDSCLGINPKKQCISWEGTSTEKKHSRKQVERYFTKKSVGLMNIDGVAISSKTEPPSSEPISFIPVKDLEDAAPVTTWLNPLGIYDQSTTHWLQGQGPPEQESKQPDAQP.... Result: 0 (no interaction). (3) The miRNA is mmu-miR-322-5p with sequence CAGCAGCAAUUCAUGUUUUGGA. The protein sequence of the target gene is MADAFGDELFSVFEDDSTSAAGAKKDKEKEKWKGPPGSADKAGKRLDTKLQSESASGGKNKRDLDVEGTDEPIFGKKPRIEDSINEDLSLADLMPRVKVQSVETVEGCTHEVALPADEDYIPLKPRVGKAAKEYPFILDAFQREAIQCVDNNQSVLVSAHTSAGKTVCAEYAIALALREKQRVIFTSPIKALSNQKYREMYEEFQDVGLMTGDVTINPTASCLVMTTEILRSMLYRGSEVMREVAWVIFDEIHYMRDSERGVVWEETIILLPDNVHYVFLSATIPNARQFAEWICHLHKQ.... Result: 0 (no interaction). (4) The miRNA is hsa-miR-629-5p with sequence UGGGUUUACGUUGGGAGAACU. The protein sequence of the target gene is MAAGRLFLSRLRAPFSSMAKSPLEGVSSSRGLHAGRGPRRLSIEGNIAVGKSTFVKLLTKTYPEWHVATEPVATWQNIQAAGTQKACTAQSLGNLLDMMYREPARWSYTFQTFSFLSRLKVQLEPFPEKLLQARKPVQIFERSVYSDRYIFAKNLFENGSLSDIEWHIYQDWHSFLLWEFASRITLHGFIYLQASPQVCLKRLYQRAREEEKGIELAYLEQLHGQHEAWLIHKTTKLHFEALMNIPVLVLDVNDDFSEEVTKQEDLMREVNTFVKNL. Result: 0 (no interaction). (5) The miRNA is cel-miR-1822-3p with sequence GAGCUGCCCUCAGAAAAACUCU. The protein sequence of the target gene is MLASPATETTVLMSQTEADLALRPPPPLGTAGQPRLGPPPRRARRFSGKAEPRPRSSRLSRRSSVDLGLLSSWSLPASPAPDPPDPPDSAGPGPARSPPPSSKEPPEGTWTEGAPVKAAEDSARPELPDSAVGPGSREPLRVPEAVALERRREQEEKEDMETQAVATSPDGRYLKFDIEIGRGSFKTVYRGLDTDTTVEVAWCELQTRKLSRAERQRFSEEVEMLKGLQHPNIVRFYDSWKSVLRGQVCIVLVTELMTSGTLKTYLRRFREMKPRVLQRWSRQILRGLHFLHSRVPPILH.... Result: 0 (no interaction). (6) The miRNA is hsa-miR-4698 with sequence UCAAAAUGUAGAGGAAGACCCCA. The protein sequence of the target gene is MEEEAETEEQQRFSYQQRLKAAVHYTVGCLCEEVALDKEMQFSKQTIAAISELTFRQCENFAKDLEMFARHAKRTTINTEDVKLLARRSNSLLKYITDKSEEIAQINLERKAQKKKKSEDGSKNSRQPAEAGVVESEN. Result: 0 (no interaction). (7) The protein sequence of the target gene is MAANMYRVGDYVYFENSSSNPYLIRRIEELNKTANGNVEAKVVCFYRRRDISSTLIALADKHATLSVCYKAGPGADNGEEGEIEEEMENPEMVDLPEKLKHQLRHRELFLSRQLESLPATHIRGKCSVTLLNETESLKSYLEREDFFFYSLVYDPQQKTLLADKGEIRVGNRYQADITDLLKEGEEDGRDQSRLETQVWEAHNPLTDKQIDQFLVVARSVGTFARALDCSSSVRQPSLHMSAAAASRDITLFHAMDTLHKNIYDISKAISALVPQGGPVLCRDEMEEWSASEANLFEEAL.... The miRNA is hsa-miR-551b-5p with sequence GAAAUCAAGCGUGGGUGAGACC. Result: 0 (no interaction). (8) The miRNA is mmu-miR-509-5p with sequence UACUCCAGAAUGUGGCAAUCAU. The protein sequence of the target gene is MKSLTWILGLWALAACFTPGESQRGPRGPYPPGPLAPPQPFGPGFVPPPPPPPYGPGRIPPPPPAPYGPGIFPPPPPQP. Result: 0 (no interaction). (9) The miRNA is mmu-miR-465a-5p with sequence UAUUUAGAAUGGCACUGAUGUGA. The protein sequence of the target gene is MSASSSGGSPRFPSCGKNGVTSLTQKKVLRAPCGAPSVTVTKSHKRGMKGDTVNVRRSVRVKTKVPWMPPGKSSARPVGCKWENPPHCLEITPPSSEKLVSVMRLSDLSTEDDDSGHCKMNRYDKKIDSLMNAVGCLKSEVKMQKGERQMAKRFLEERKEELEEVAHELAETEHENTVLRHNIERMKEEKDFTILQKKHLQQEKECLMSKLVEAEMDGAAAAKQVMALKDTIGKLKTEKQMTCTDINTLTRQKELLLQKLSTFEETNRTLRDLLREQHCKEDSERLMEQQGALLKRLAEA.... Result: 0 (no interaction).